Predict which catalyst facilitates the given reaction. From a dataset of Catalyst prediction with 721,799 reactions and 888 catalyst types from USPTO. (1) Reactant: [CH2:1]([Zn]CC)C.ClCI.[OH:9][CH2:10][C:11](=[CH2:25])[CH2:12][CH2:13][N:14]1[C:22](=[O:23])[C:21]2[C:16](=[CH:17][CH:18]=[CH:19][CH:20]=2)[C:15]1=[O:24].[NH4+].[Cl-]. Product: [O:24]=[C:15]1[C:16]2[C:21](=[CH:20][CH:19]=[CH:18][CH:17]=2)[C:22](=[O:23])[N:14]1[CH2:13][CH2:12][C:11]1([CH2:10][OH:9])[CH2:1][CH2:25]1. The catalyst class is: 2. (2) Reactant: [F:1][C:2]1[CH:3]=[CH:4][C:5]([N+:18]([O-])=O)=[C:6]([NH:8][CH:9]2[CH2:16][CH:15]3[CH:11]([CH2:12][C:13](=[O:17])[CH2:14]3)[CH2:10]2)[CH:7]=1.[C:21](OC(=O)C)(=O)[CH3:22]. Product: [F:1][C:2]1[CH:3]=[CH:4][C:5]2[N:18]=[C:21]([CH3:22])[N:8]([CH:9]3[CH2:16][CH:15]4[CH:11]([CH2:12][C:13](=[O:17])[CH2:14]4)[CH2:10]3)[C:6]=2[CH:7]=1. The catalyst class is: 763. (3) Reactant: [Mg:1].II.[CH3:4][C:5]1[C:10]([CH2:11][S+:12]([O-:22])[C:13]2[NH:14][C:15]3[CH:16]=[CH:17][CH:18]=[CH:19][C:20]=3[N:21]=2)=[N:9][CH:8]=[CH:7][C:6]=1[O:23][CH2:24][CH2:25][CH2:26][O:27][CH3:28]. The catalyst class is: 5. Product: [CH3:4][C:5]1[C:10]([CH2:11][S+:12]([O-:22])[C:13]2[NH:14][C:15]3[CH:16]=[CH:17][CH:18]=[CH:19][C:20]=3[N:21]=2)=[N:9][CH:8]=[CH:7][C:6]=1[O:23][CH2:24][CH2:25][CH2:26][O:27][CH3:28].[Mg:1]. (4) Reactant: [CH2:1]1[CH:6]([NH2:7])[CH2:5][CH2:4][CH:3]([OH:8])[CH2:2]1.[C:9]([Si:13](Cl)([CH3:15])[CH3:14])([CH3:12])([CH3:11])[CH3:10].N1C=CN=C1. Product: [Si:13]([O:8][C@H:3]1[CH2:4][CH2:5][C@H:6]([NH2:7])[CH2:1][CH2:2]1)([C:9]([CH3:12])([CH3:11])[CH3:10])([CH3:15])[CH3:14]. The catalyst class is: 9. (5) Reactant: [F:1][C:2]([F:45])([F:44])[C:3]1[CH:4]=[C:5]([C@H:13]([O:15][C@H:16]2[CH2:20][N:19]([C:21]([O:23][C:24]([CH3:27])([CH3:26])[CH3:25])=[O:22])[C@@H:18](/[CH:28]=[CH:29]/[C:30]([O:32][C:33]([CH3:36])([CH3:35])[CH3:34])=[O:31])[C@@H:17]2[C:37]2[CH:42]=[CH:41][C:40]([F:43])=[CH:39][CH:38]=2)[CH3:14])[CH:6]=[C:7]([C:9]([F:12])([F:11])[F:10])[CH:8]=1. Product: [F:12][C:9]([F:10])([F:11])[C:7]1[CH:6]=[C:5]([C@H:13]([O:15][C@H:16]2[CH2:20][N:19]([C:21]([O:23][C:24]([CH3:25])([CH3:26])[CH3:27])=[O:22])[C@@H:18]([CH2:28][CH2:29][C:30]([O:32][C:33]([CH3:34])([CH3:35])[CH3:36])=[O:31])[C@@H:17]2[C:37]2[CH:42]=[CH:41][C:40]([F:43])=[CH:39][CH:38]=2)[CH3:14])[CH:4]=[C:3]([C:2]([F:1])([F:45])[F:44])[CH:8]=1. The catalyst class is: 29.